From a dataset of Tox21: 12 toxicity assays (nuclear receptors and stress response pathways). Binary classification across 12 toxicity assays. (1) The drug is O=C(OCCCCCCOC(=O)c1ccccc1)c1ccccc1. It tested positive (active) for: NR-ER (Estrogen Receptor agonist activity), and SR-HSE (Heat Shock Element response). (2) The drug is CCC(=O)O[C@H]1CC[C@H]2[C@@H]3CCc4cc(O)ccc4[C@H]3CC[C@]12C. It tested positive (active) for: NR-AR (Androgen Receptor agonist activity), NR-AR-LBD (Androgen Receptor Ligand Binding Domain agonist), NR-ER (Estrogen Receptor agonist activity), NR-ER-LBD (Estrogen Receptor Ligand Binding Domain agonist), and SR-p53 (p53 tumor suppressor activation). (3) The drug is O=C(C=Cc1ccccc1)OCC=Cc1ccccc1. It tested positive (active) for: NR-ER (Estrogen Receptor agonist activity).